Task: Predict which catalyst facilitates the given reaction.. Dataset: Catalyst prediction with 721,799 reactions and 888 catalyst types from USPTO (1) Reactant: [NH2:1][C:2]1[C:3]2[C:10](I)=[CH:9][N:8]([C@H:12]3[C@:16]([CH3:18])([OH:17])[CH:15]([OH:19])[CH:14]([CH2:20][OH:21])[O:13]3)[C:4]=2[N:5]=[CH:6][N:7]=1.B([C:25]1[S:29][C:28]([C:30]([OH:32])=[O:31])=[CH:27][CH:26]=1)(O)O.CC([O-])=O.[K+]. Product: [NH2:1][C:2]1[C:3]2[C:10]([C:25]3[S:29][C:28]([C:30]([OH:32])=[O:31])=[CH:27][CH:26]=3)=[CH:9][N:8]([C@H:12]3[C@@:16]([OH:17])([CH3:18])[CH:15]([OH:19])[CH:14]([CH2:20][OH:21])[O:13]3)[C:4]=2[N:5]=[CH:6][N:7]=1. The catalyst class is: 77. (2) Reactant: Cl.[CH3:2][CH:3]1[O:8][CH2:7][CH2:6][NH:5][CH2:4]1.[C:9]([N:11]=[C:12](SC)[S:13][CH3:14])#[N:10].C(=O)([O-])[O-].[Na+].[Na+]. Product: [C:9]([N:11]=[C:12]([N:5]1[CH2:6][CH2:7][O:8][CH:3]([CH3:2])[CH2:4]1)[S:13][CH3:14])#[N:10]. The catalyst class is: 8. (3) Reactant: C([N-]C(C)C)(C)C.[Li+].N1([C:18]([C:20]2[C:21]([NH:28][CH:29]3[CH2:33][CH2:32][CH2:31][CH2:30]3)=[N:22][C:23]([S:26][CH3:27])=[N:24][CH:25]=2)=[O:19])C2C=CC=CC=2N=N1.Cl.[CH3:35][CH2:36][O:37][C:38]([CH3:40])=[O:39]. Product: [CH2:36]([O:37][C:38](=[O:39])[CH2:40][C:18]([C:20]1[C:21]([NH:28][CH:29]2[CH2:30][CH2:31][CH2:32][CH2:33]2)=[N:22][C:23]([S:26][CH3:27])=[N:24][CH:25]=1)=[O:19])[CH3:35]. The catalyst class is: 1. (4) Reactant: [F:1][C:2]([F:29])([O:7][C:8]1[CH:13]=[CH:12][C:11]([C:14]2[O:18][C:17]([C:19]3[CH:28]=[CH:27][C:22]([C:23]([O:25]C)=[O:24])=[CH:21][CH:20]=3)=[N:16][N:15]=2)=[CH:10][CH:9]=1)[C:3]([F:6])([F:5])[F:4].Cl. Product: [F:29][C:2]([F:1])([O:7][C:8]1[CH:9]=[CH:10][C:11]([C:14]2[O:18][C:17]([C:19]3[CH:20]=[CH:21][C:22]([C:23]([OH:25])=[O:24])=[CH:27][CH:28]=3)=[N:16][N:15]=2)=[CH:12][CH:13]=1)[C:3]([F:6])([F:5])[F:4]. The catalyst class is: 273.